This data is from Catalyst prediction with 721,799 reactions and 888 catalyst types from USPTO. The task is: Predict which catalyst facilitates the given reaction. (1) Reactant: [CH2:1]1[O:9][C:8]2[CH:7]=[CH:6][C:5]([CH:10]3[C:22]4[NH:21][C:20]5[C:15](=[CH:16][CH:17]=[CH:18][CH:19]=5)[C:14]=4[CH2:13][CH2:12][NH:11]3)=[CH:4][C:3]=2[O:2]1.Cl[C:24]1[N:29]=[CH:28][CH:27]=[CH:26][N:25]=1. Product: [CH2:1]1[O:9][C:8]2[CH:7]=[CH:6][C:5]([CH:10]3[C:22]4[NH:21][C:20]5[C:15](=[CH:16][CH:17]=[CH:18][CH:19]=5)[C:14]=4[CH2:13][CH2:12][N:11]3[C:24]3[N:29]=[CH:28][CH:27]=[CH:26][N:25]=3)=[CH:4][C:3]=2[O:2]1. The catalyst class is: 39. (2) Reactant: [Br:1][C:2]1[CH:26]=[CH:25][C:24]([O:27][CH:28]([CH3:30])[CH3:29])=[CH:23][C:3]=1[CH2:4][CH:5]1[CH2:10][CH2:9][N:8]([C:11]([CH:13]2[CH2:22][CH2:21][C:20]3[C:15](=[CH:16][CH:17]=[CH:18][CH:19]=3)[NH:14]2)=O)[CH2:7][CH2:6]1.CO. Product: [Br:1][C:2]1[CH:26]=[CH:25][C:24]([O:27][CH:28]([CH3:30])[CH3:29])=[CH:23][C:3]=1[CH2:4][CH:5]1[CH2:6][CH2:7][N:8]([CH2:11][CH:13]2[CH2:22][CH2:21][C:20]3[C:15](=[CH:16][CH:17]=[CH:18][CH:19]=3)[NH:14]2)[CH2:9][CH2:10]1. The catalyst class is: 7. (3) Reactant: [C:1]([C:5]1[CH:6]=[C:7]2[C:19]3=[C:20]4[C:10](=[CH:11][CH:12]=[C:13]([C:21]5[CH:26]=[CH:25][C:24]([CH3:27])=[CH:23][CH:22]=5)[C:14]4=[CH:15][CH:16]=[C:17]3[CH:18]=1)[CH:9]=[CH:8]2)([CH3:4])([CH3:3])[CH3:2].CO.[Br-:30].[Br-].[Br-].C([N+](C)(C)C)C1C=CC=CC=1.C([N+](C)(C)C)C1C=CC=CC=1.C([N+](C)(C)C)C1C=CC=CC=1.O. Product: [Br:30][C:11]1[C:10]2[C:20]3=[C:19]4[C:7](=[CH:8][CH:9]=2)[CH:6]=[C:5]([C:1]([CH3:4])([CH3:3])[CH3:2])[CH:18]=[C:17]4[CH:16]=[CH:15][C:14]3=[C:13]([C:21]2[CH:22]=[CH:23][C:24]([CH3:27])=[CH:25][CH:26]=2)[CH:12]=1. The catalyst class is: 4. (4) Reactant: [NH3:1].[CH2:2]([O:4][C:5]([C:7]1[C:8]2[S:16][CH:15]=[C:14]([CH2:17][O:18][C:19]3[CH:24]=[C:23]([NH:25][C:26](=[O:33])[C:27]4[CH:32]=[CH:31][CH:30]=[CH:29][CH:28]=4)[CH:22]=[CH:21][C:20]=3[CH3:34])[C:9]=2[C:10](Cl)=[N:11][CH:12]=1)=[O:6])[CH3:3]. Product: [CH2:2]([O:4][C:5]([C:7]1[C:8]2[S:16][CH:15]=[C:14]([CH2:17][O:18][C:19]3[CH:24]=[C:23]([NH:25][C:26](=[O:33])[C:27]4[CH:32]=[CH:31][CH:30]=[CH:29][CH:28]=4)[CH:22]=[CH:21][C:20]=3[CH3:34])[C:9]=2[C:10]([NH2:1])=[N:11][CH:12]=1)=[O:6])[CH3:3]. The catalyst class is: 41. (5) Reactant: [C:1](=[O:4])([O-])[OH:2].[Na+].[Cl:6][C:7]1[CH:8]=[C:9](/[CH:14]=[CH:15]/[C:16]([N:18]2[CH2:23][CH2:22][N:21]([CH2:24][CH2:25]CO)[C:20](=[O:28])[C@@H:19]2[CH3:29])=[O:17])[CH:10]=[CH:11][C:12]=1[F:13].[Br-].[K+].Cl[O-].[Na+]. Product: [Cl:6][C:7]1[CH:8]=[C:9](/[CH:14]=[CH:15]/[C:16]([N:18]2[CH2:23][CH2:22][N:21]([CH2:24][CH2:25][C:1]([OH:2])=[O:4])[C:20](=[O:28])[C@@H:19]2[CH3:29])=[O:17])[CH:10]=[CH:11][C:12]=1[F:13]. The catalyst class is: 4. (6) Reactant: N(C(OCC)=O)=NC(OCC)=O.C1(P(C2C=CC=CC=2)C2C=CC=CC=2)C=CC=CC=1.[S-:32][C:33]#[N:34].[NH4+].[F:36][C:37]([F:62])([F:61])[C:38]1[CH:39]=[CH:40][C:41]([O:44][C:45]2[CH:50]=[CH:49][C:48]([O:51][C:52]([N:54]3[CH2:59][CH2:58][CH:57](O)[CH2:56][CH2:55]3)=[O:53])=[CH:47][CH:46]=2)=[N:42][CH:43]=1. Product: [F:62][C:37]([F:36])([F:61])[C:38]1[CH:39]=[CH:40][C:41]([O:44][C:45]2[CH:46]=[CH:47][C:48]([O:51][C:52]([N:54]3[CH2:59][CH2:58][CH:57]([S:32][C:33]#[N:34])[CH2:56][CH2:55]3)=[O:53])=[CH:49][CH:50]=2)=[N:42][CH:43]=1. The catalyst class is: 10. (7) Reactant: [C:1]1([C:25]#[C:26][CH2:27][CH2:28][CH2:29][OH:30])[CH:6]=[C:5]([C:7]#[C:8][CH2:9][CH2:10][CH2:11][OH:12])[C:4]([C:13]#[C:14][CH2:15][CH2:16][CH2:17][OH:18])=[CH:3][C:2]=1[C:19]#[C:20][CH2:21][CH2:22][CH2:23][OH:24]. Product: [C:5]1([CH2:7][CH2:8][CH2:9][CH2:10][CH2:11][OH:12])[CH:6]=[C:1]([CH2:25][CH2:26][CH2:27][CH2:28][CH2:29][OH:30])[C:2]([CH2:19][CH2:20][CH2:21][CH2:22][CH2:23][OH:24])=[CH:3][C:4]=1[CH2:13][CH2:14][CH2:15][CH2:16][CH2:17][OH:18]. The catalyst class is: 19.